The task is: Predict which catalyst facilitates the given reaction.. This data is from Catalyst prediction with 721,799 reactions and 888 catalyst types from USPTO. (1) The catalyst class is: 535. Reactant: Br[C:2]1[CH:3]=[C:4]2[C:9](=[CH:10][CH:11]=1)[CH2:8][C@@H:7]([NH:12][C:13](=[O:27])[C:14]1[CH:19]=[CH:18][C:17]([O:20][CH2:21][C@@H:22]3[CH2:26][CH2:25][CH2:24][O:23]3)=[CH:16][CH:15]=1)[CH2:6][CH2:5]2.[C:28]1(C)[CH:33]=CC=C[CH:29]=1.C([Sn](CCCC)(CCCC)CCCC)C=C. Product: [CH2:33]([C:2]1[CH:3]=[C:4]2[C:9](=[CH:10][CH:11]=1)[CH2:8][C@@H:7]([NH:12][C:13](=[O:27])[C:14]1[CH:15]=[CH:16][C:17]([O:20][CH2:21][C@@H:22]3[CH2:26][CH2:25][CH2:24][O:23]3)=[CH:18][CH:19]=1)[CH2:6][CH2:5]2)[CH:28]=[CH2:29]. (2) Reactant: [NH2:1][C:2]1[CH:7]=[CH:6][C:5]([OH:8])=[CH:4][CH:3]=1.CC(C)([O-])C.[K+].F[C:16]1[CH:21]=[CH:20][N:19]=[C:18]([C:22]([F:25])([F:24])[F:23])[CH:17]=1. Product: [F:23][C:22]([F:25])([F:24])[C:18]1[CH:17]=[C:16]([O:8][C:5]2[CH:6]=[CH:7][C:2]([NH2:1])=[CH:3][CH:4]=2)[CH:21]=[CH:20][N:19]=1. The catalyst class is: 80.